This data is from Full USPTO retrosynthesis dataset with 1.9M reactions from patents (1976-2016). The task is: Predict the reactants needed to synthesize the given product. (1) Given the product [CH3:27][C:6]1[N:7]([CH2:21][C@@H:22]2[CH2:26][CH2:25][CH2:24][O:23]2)[C:8]([C:10]2[CH:15]=[CH:14][CH:13]=[CH:12][C:11]=2[O:16][C:17]([F:18])([F:20])[F:19])=[CH:9][C:5]=1[C:3]([OH:4])=[O:2], predict the reactants needed to synthesize it. The reactants are: C[O:2][C:3]([C:5]1[CH:9]=[C:8]([C:10]2[CH:15]=[CH:14][CH:13]=[CH:12][C:11]=2[O:16][C:17]([F:20])([F:19])[F:18])[N:7]([CH2:21][C@@H:22]2[CH2:26][CH2:25][CH2:24][O:23]2)[C:6]=1[CH3:27])=[O:4].[OH-].[Na+]. (2) Given the product [Br:1][CH2:22][CH2:23][CH2:24][CH2:25][CH:26]1[CH2:31][CH2:30][CH2:29][N:28]([C:32]([O:34][CH2:35][C:36]2[CH:41]=[CH:40][CH:39]=[CH:38][CH:37]=2)=[O:33])[CH2:27]1, predict the reactants needed to synthesize it. The reactants are: [Br:1]CCCC1CCCCN1C(OCC1C=CC=CC=1)=O.O[CH2:22][CH2:23][CH2:24][CH2:25][CH:26]1[CH2:31][CH2:30][CH2:29][N:28]([C:32]([O:34][CH2:35][C:36]2[CH:41]=[CH:40][CH:39]=[CH:38][CH:37]=2)=[O:33])[CH2:27]1. (3) Given the product [CH2:3]([O:10][C:15]1[C:14]([F:19])=[CH:13][C:12]([Cl:11])=[CH:17][N:16]=1)[C:4]1[CH:9]=[CH:8][CH:7]=[CH:6][CH:5]=1, predict the reactants needed to synthesize it. The reactants are: [H-].[Na+].[CH2:3]([OH:10])[C:4]1[CH:9]=[CH:8][CH:7]=[CH:6][CH:5]=1.[Cl:11][C:12]1[CH:13]=[C:14]([F:19])[C:15](F)=[N:16][CH:17]=1.O. (4) The reactants are: [CH2:1]([O:8][C:9]([NH:11][C@H:12]1[C@H:17]([NH:18][C:19]([C:21]2[NH:22][C:23]([CH2:27][CH3:28])=[C:24]([Cl:26])[N:25]=2)=[O:20])[CH2:16][CH2:15][N:14](C(OC(C)(C)C)=O)[CH2:13]1)=[O:10])[C:2]1[CH:7]=[CH:6][CH:5]=[CH:4][CH:3]=1.C(=O)([O-])[O-].[Na+].[Na+].Br[C:43]1[S:44][C:45]([C:49]([O:51][CH2:52][CH3:53])=[O:50])=[C:46]([CH3:48])[N:47]=1. Given the product [CH2:1]([O:8][C:9]([NH:11][C@H:12]1[C@H:17]([NH:18][C:19]([C:21]2[NH:22][C:23]([CH2:27][CH3:28])=[C:24]([Cl:26])[N:25]=2)=[O:20])[CH2:16][CH2:15][N:14]([C:43]2[S:44][C:45]([C:49]([O:51][CH2:52][CH3:53])=[O:50])=[C:46]([CH3:48])[N:47]=2)[CH2:13]1)=[O:10])[C:2]1[CH:3]=[CH:4][CH:5]=[CH:6][CH:7]=1, predict the reactants needed to synthesize it.